This data is from Full USPTO retrosynthesis dataset with 1.9M reactions from patents (1976-2016). The task is: Predict the reactants needed to synthesize the given product. (1) Given the product [CH:10]1([CH2:9][O:8][C:7]2[C:2]([C:26]3[C:25]4[C:20](=[CH:21][CH:22]=[CH:23][CH:24]=4)[C:19](=[O:37])[N:18]([CH3:17])[CH:27]=3)=[N:3][C:4]([S:13]([CH3:16])(=[O:15])=[O:14])=[N:5][CH:6]=2)[CH2:12][CH2:11]1, predict the reactants needed to synthesize it. The reactants are: Cl[C:2]1[C:7]([O:8][CH2:9][CH:10]2[CH2:12][CH2:11]2)=[CH:6][N:5]=[C:4]([S:13]([CH3:16])(=[O:15])=[O:14])[N:3]=1.[CH3:17][N:18]1[CH:27]=[C:26](B2OC(C)(C)C(C)(C)O2)[C:25]2[C:20](=[CH:21][CH:22]=[CH:23][CH:24]=2)[C:19]1=[O:37].[O-]P([O-])([O-])=O.[K+].[K+].[K+].N#N. (2) Given the product [ClH:20].[ClH:20].[NH2:1][C:2]1[N:3]=[C:4]([NH:9][CH2:10][CH2:11][NH2:12])[S:5][C:6]=1[C:7]#[N:8], predict the reactants needed to synthesize it. The reactants are: [NH2:1][C:2]1[N:3]=[C:4]([NH:9][CH2:10][CH2:11][NH:12]C(=O)OC(C)(C)C)[S:5][C:6]=1[C:7]#[N:8].[ClH:20]. (3) Given the product [CH3:57][C:56]1[C:52]([N:45]([CH2:46][O:47][CH2:48][CH2:49][O:50][CH3:51])[S:42]([C:35]2[S:36][C:37]([CH3:39])=[CH:38][C:34]=2[C:2]2[CH:23]=[CH:22][C:5]([CH2:6][N:7]3[C:16]4[C:11](=[C:12]([CH2:19][CH3:20])[N:13]=[C:14]([CH2:17][CH3:18])[CH:15]=4)[CH:10]=[CH:9][C:8]3=[O:21])=[CH:4][C:3]=2[CH3:24])(=[O:44])=[O:43])=[N:53][O:54][C:55]=1[CH3:58], predict the reactants needed to synthesize it. The reactants are: Br[C:2]1[CH:23]=[CH:22][C:5]([CH2:6][N:7]2[C:16]3[C:11](=[C:12]([CH2:19][CH3:20])[N:13]=[C:14]([CH2:17][CH3:18])[CH:15]=3)[CH:10]=[CH:9][C:8]2=[O:21])=[CH:4][C:3]=1[CH3:24].C(=O)([O-])[O-].[Na+].[Na+].B([C:34]1[CH:38]=[C:37]([CH2:39]CC)[S:36][C:35]=1[S:42]([N:45]([C:52]1[C:56]([CH3:57])=[C:55]([CH3:58])[O:54][N:53]=1)[CH2:46][O:47][CH2:48][CH2:49][O:50][CH3:51])(=[O:44])=[O:43])(O)O. (4) The reactants are: [OH-].[Na+].C[O:4][C:5](=[O:40])[CH2:6][C:7]1[CH:12]=[CH:11][C:10]([C:13]2[CH:18]=[CH:17][C:16]([C:19]([CH2:37][CH3:38])([C:22]3[CH:27]=[CH:26][C:25]([O:28][CH2:29][CH:30]([OH:35])[C:31]([CH3:34])([CH3:33])[CH3:32])=[C:24]([CH3:36])[CH:23]=3)[CH2:20][CH3:21])=[CH:15][C:14]=2[CH3:39])=[CH:9][CH:8]=1.Cl. Given the product [CH2:20]([C:19]([C:16]1[CH:17]=[CH:18][C:13]([C:10]2[CH:11]=[CH:12][C:7]([CH2:6][C:5]([OH:40])=[O:4])=[CH:8][CH:9]=2)=[C:14]([CH3:39])[CH:15]=1)([C:22]1[CH:27]=[CH:26][C:25]([O:28][CH2:29][CH:30]([OH:35])[C:31]([CH3:33])([CH3:34])[CH3:32])=[C:24]([CH3:36])[CH:23]=1)[CH2:37][CH3:38])[CH3:21], predict the reactants needed to synthesize it.